Dataset: Reaction yield outcomes from USPTO patents with 853,638 reactions. Task: Predict the reaction yield, written as a fraction of the theoretical maximum amount of product (1.0 means a 100% yield; for example, 0.34 means a 34% yield). (1) The reactants are [O:1]1[C:5]2([CH2:10][CH2:9][CH:8]([N:11]3[C:16](=[O:17])[C:15]([CH2:18][C:19]4[CH:24]=[CH:23][C:22]([C:25]5[C:26]([C:31]#[N:32])=[CH:27][CH:28]=[CH:29][CH:30]=5)=[C:21]([O:33][CH3:34])[CH:20]=4)=[C:14]([CH2:35][CH2:36][CH3:37])[N:13]4[N:38]=[CH:39][CH:40]=[C:12]34)[CH2:7][CH2:6]2)[O:4][CH2:3][CH2:2]1.Cl.[OH-:42].[Na+].O1CC[CH2:46][CH2:45]1. The catalyst is C(OCC)(=O)C. The product is [CH2:45]([O:4][C:3](=[O:42])[CH2:2][O:1][C@H:5]1[CH2:6][CH2:7][C@H:8]([N:11]2[C:16](=[O:17])[C:15]([CH2:18][C:19]3[CH:24]=[CH:23][C:22]([C:25]4[CH:30]=[CH:29][CH:28]=[CH:27][C:26]=4[C:31]#[N:32])=[C:21]([O:33][CH3:34])[CH:20]=3)=[C:14]([CH2:35][CH2:36][CH3:37])[N:13]3[N:38]=[CH:39][CH:40]=[C:12]23)[CH2:9][CH2:10]1)[CH3:46]. The yield is 0.530. (2) The reactants are CO[C:3]([CH:5]1[CH2:10][CH2:9][CH:8]=[CH:7][CH:6]1[NH:11][CH2:12][C:13]1[CH:18]=[CH:17][C:16]([F:19])=[CH:15][CH:14]=1)=[O:4].[CH3:20][S:21]([NH:24][C:25]1[CH:40]=[CH:39][C:28]2[NH:29][C:30]([CH2:35][C:36](O)=[O:37])=[N:31][S:32](=[O:34])(=[O:33])[C:27]=2[CH:26]=1)(=[O:23])=[O:22].CN1CCOCC1.Cl.CN(C)CCCN=C=NCC.[O-]CC.[Na+].Cl. The catalyst is CN(C)C=O.C(OCC)(=O)C.C(O)C. The product is [F:19][C:16]1[CH:15]=[CH:14][C:13]([CH2:12][N:11]2[CH:6]3[CH:5]([CH2:10][CH2:9][CH:8]=[CH:7]3)[C:3]([OH:4])=[C:35]([C:30]3[NH:29][C:28]4[CH:39]=[CH:40][C:25]([NH:24][S:21]([CH3:20])(=[O:23])=[O:22])=[CH:26][C:27]=4[S:32](=[O:33])(=[O:34])[N:31]=3)[C:36]2=[O:37])=[CH:18][CH:17]=1. The yield is 0.250. (3) The reactants are [OH:1][C:2]1[N:3]=[CH:4][C:5]([C:8](=[O:10])[CH3:9])=[N:6][CH:7]=1.[Br-:11].[Br-].[Br-].[NH+]1C=CC=CC=1.[NH+]1C=CC=CC=1.[NH+]1C=CC=CC=1. The catalyst is C(O)(=O)C. The product is [Br:11][CH2:9][C:8]([C:5]1[CH:4]=[N:3][C:2]([OH:1])=[CH:7][N:6]=1)=[O:10]. The yield is 0.220.